Predict the product of the given reaction. From a dataset of Forward reaction prediction with 1.9M reactions from USPTO patents (1976-2016). (1) Given the reactants Cl[C:2]1[N:7]=[C:6](Cl)[C:5]([F:9])=[CH:4][N:3]=1.[NH:10]1[CH2:18][CH2:17][CH2:16][CH:12]([C:13]([NH2:15])=[O:14])[CH2:11]1.[NH2:19][C:20]1[CH:28]=[C:27]2[C:23]([CH:24]=[N:25][NH:26]2)=[CH:22][CH:21]=1.C(O)CCC, predict the reaction product. The product is: [NH:26]1[C:27]2[C:23](=[CH:22][CH:21]=[C:20]([NH:19][C:2]3[N:7]=[C:6]([N:10]4[CH2:18][CH2:17][CH2:16][CH:12]([C:13]([NH2:15])=[O:14])[CH2:11]4)[C:5]([F:9])=[CH:4][N:3]=3)[CH:28]=2)[CH:24]=[N:25]1. (2) Given the reactants [O:1]=[C:2]1[CH2:7][CH:6]2[N:8]([C:9]([O:11][C:12]([CH3:15])([CH3:14])[CH3:13])=[O:10])[CH:3]1[CH2:4][CH2:5]2.[BH4-].[Na+], predict the reaction product. The product is: [OH:1][CH:2]1[CH2:7][CH:6]2[N:8]([C:9]([O:11][C:12]([CH3:15])([CH3:14])[CH3:13])=[O:10])[CH:3]1[CH2:4][CH2:5]2.